Predict which catalyst facilitates the given reaction. From a dataset of Catalyst prediction with 721,799 reactions and 888 catalyst types from USPTO. The catalyst class is: 55. Product: [F:28][C:24]1[CH:23]=[C:22]2[C:27](=[CH:26][CH:25]=1)[N:19]([CH2:18][C@H:15]1[CH2:14][N:11]3[CH2:12][CH2:13][NH:8][CH2:9][C@@H:10]3[CH2:17][CH2:16]1)[CH:20]=[CH:21]2. Reactant: C([N:8]1[CH2:13][CH2:12][N:11]2[CH2:14][C@H:15]([CH2:18][N:19]3[C:27]4[C:22](=[CH:23][C:24]([F:28])=[CH:25][CH:26]=4)[CH:21]=[CH:20]3)[CH2:16][CH2:17][C@H:10]2[CH2:9]1)(OC(C)(C)C)=O.O.